Dataset: Cav3 T-type calcium channel HTS with 100,875 compounds. Task: Binary Classification. Given a drug SMILES string, predict its activity (active/inactive) in a high-throughput screening assay against a specified biological target. The molecule is FC(F)(F)c1nn(c(C(=O)NC2CCCCCC2)c1)C. The result is 0 (inactive).